Dataset: NCI-60 drug combinations with 297,098 pairs across 59 cell lines. Task: Regression. Given two drug SMILES strings and cell line genomic features, predict the synergy score measuring deviation from expected non-interaction effect. Drug 1: CC1C(C(CC(O1)OC2CC(CC3=C2C(=C4C(=C3O)C(=O)C5=C(C4=O)C(=CC=C5)OC)O)(C(=O)C)O)N)O.Cl. Drug 2: C1=CC=C(C=C1)NC(=O)CCCCCCC(=O)NO. Cell line: RPMI-8226. Synergy scores: CSS=43.7, Synergy_ZIP=1.95, Synergy_Bliss=2.82, Synergy_Loewe=-0.605, Synergy_HSA=6.25.